From a dataset of Reaction yield outcomes from USPTO patents with 853,638 reactions. Predict the reaction yield, written as a fraction of the theoretical maximum amount of product (1.0 means a 100% yield; for example, 0.34 means a 34% yield). (1) The reactants are FC(F)(F)S(O[C:7]1[C:12]([C:13](=[O:15])[CH3:14])=[CH:11][C:10]([Cl:16])=[C:9]([CH3:17])[C:8]=1[C:18]#[N:19])(=O)=O.[F:22][C:23]1[CH:24]=[C:25](B(O)O)[CH:26]=[CH:27][CH:28]=1.N#N. The catalyst is C1(C)C=CC=CC=1.C(=O)(O)[O-].[Na+].C1C=CC([P]([Pd]([P](C2C=CC=CC=2)(C2C=CC=CC=2)C2C=CC=CC=2)([P](C2C=CC=CC=2)(C2C=CC=CC=2)C2C=CC=CC=2)[P](C2C=CC=CC=2)(C2C=CC=CC=2)C2C=CC=CC=2)(C2C=CC=CC=2)C2C=CC=CC=2)=CC=1. The product is [C:13]([C:12]1[CH:11]=[C:10]([Cl:16])[C:9]([CH3:17])=[C:8]([C:18]#[N:19])[C:7]=1[C:27]1[CH:26]=[CH:25][CH:24]=[C:23]([F:22])[CH:28]=1)(=[O:15])[CH3:14]. The yield is 0.990. (2) The reactants are [C:1]([O:5][C:6]([N:8]1[CH:17]([CH:18]([OH:22])[CH:19]([OH:21])[CH3:20])[CH2:16][NH:15][C:14]2[NH:13][C:12]([N:23]=[CH:24][N:25]([CH3:27])[CH3:26])=[N:11][C:10](=[O:28])[C:9]1=2)=[O:7])([CH3:4])([CH3:3])[CH3:2].[C:29]([NH:36][C@H:37]([C:42](O)=[O:43])[C@H:38]([CH2:40][CH3:41])[CH3:39])([O:31][C:32]([CH3:35])([CH3:34])[CH3:33])=[O:30]. No catalyst specified. The product is [C:1]([O:5][C:6]([N:8]1[CH:17]([CH:18]([OH:22])[CH:19]([O:21][C:42](=[O:43])[CH:37]([NH:36][C:29]([O:31][C:32]([CH3:33])([CH3:35])[CH3:34])=[O:30])[CH:38]([CH3:39])[CH2:40][CH3:41])[CH3:20])[CH2:16][NH:15][C:14]2[NH:13][C:12]([N:23]=[CH:24][N:25]([CH3:26])[CH3:27])=[N:11][C:10](=[O:28])[C:9]1=2)=[O:7])([CH3:4])([CH3:3])[CH3:2]. The yield is 0.480. (3) The reactants are [C:1]1([CH:7]([C:11]2[CH:16]=[CH:15][CH:14]=[CH:13][CH:12]=2)[CH2:8][CH2:9][NH2:10])[CH:6]=[CH:5][CH:4]=[CH:3][CH:2]=1.Br[CH2:18][C:19]#[N:20].C(=O)([O-])[O-].[K+].[K+]. The catalyst is C(#N)C.ClCCl. The product is [C:19]([CH2:18][NH:10][CH2:9][CH2:8][CH:7]([C:1]1[CH:2]=[CH:3][CH:4]=[CH:5][CH:6]=1)[C:11]1[CH:12]=[CH:13][CH:14]=[CH:15][CH:16]=1)#[N:20]. The yield is 0.500.